From a dataset of Full USPTO retrosynthesis dataset with 1.9M reactions from patents (1976-2016). Predict the reactants needed to synthesize the given product. (1) The reactants are: [F:1][C:2]1[CH:3]=[C:4]([C:8]2[C:12]([CH2:13][NH2:14])=[C:11]([CH3:15])[O:10][N:9]=2)[CH:5]=[CH:6][CH:7]=1.Cl[C:17]1[CH:26]=[CH:25][C:20]([C:21]([O:23][CH3:24])=[O:22])=[CH:19][N:18]=1.C(N(CC)C(C)C)(C)C. Given the product [CH3:24][O:23][C:21](=[O:22])[C:20]1[CH:25]=[CH:26][C:17]([NH:14][CH2:13][C:12]2[C:8]([C:4]3[CH:5]=[CH:6][CH:7]=[C:2]([F:1])[CH:3]=3)=[N:9][O:10][C:11]=2[CH3:15])=[N:18][CH:19]=1, predict the reactants needed to synthesize it. (2) Given the product [C:1]([C:3]1[N:4]([CH2:25][C:26]([OH:28])=[O:27])[C:5]([CH3:24])=[C:6]([CH2:9][C:10]2[CH:15]=[CH:14][CH:13]=[CH:12][C:11]=2[S:16]([N:19]2[CH2:23][CH2:22][CH2:21][CH2:20]2)(=[O:17])=[O:18])[C:7]=1[CH3:8])#[N:2], predict the reactants needed to synthesize it. The reactants are: [C:1]([C:3]1[N:4]([CH2:25][C:26]([O:28]CC)=[O:27])[C:5]([CH3:24])=[C:6]([CH2:9][C:10]2[CH:15]=[CH:14][CH:13]=[CH:12][C:11]=2[S:16]([N:19]2[CH2:23][CH2:22][CH2:21][CH2:20]2)(=[O:18])=[O:17])[C:7]=1[CH3:8])#[N:2].O.[OH-].[Li+].Cl. (3) The reactants are: [F:1][C:2]([F:13])([F:12])[C:3]([N:5]1[CH2:10][CH2:9][C:8](=[O:11])[CH2:7][CH2:6]1)=[O:4].C[Si]([N-][Si](C)(C)C)(C)C.[Li+].C1C=CC(N([S:31]([C:34]([F:37])([F:36])[F:35])(=[O:33])=[O:32])[S:31]([C:34]([F:37])([F:36])[F:35])(=[O:33])=[O:32])=CC=1.O. Given the product [F:35][C:34]([F:37])([F:36])[S:31]([O:11][C:8]1[CH2:7][CH2:6][N:5]([C:3](=[O:4])[C:2]([F:1])([F:12])[F:13])[CH2:10][CH:9]=1)(=[O:33])=[O:32], predict the reactants needed to synthesize it. (4) Given the product [CH2:14]([NH:13][C:11](=[O:33])[OH:12])[CH3:15].[NH2:1][C:2]1[N:10]=[C:9]([C:11]([NH:13][CH2:14][CH:15]2[CH2:17][CH2:16]2)=[O:12])[N:8]=[C:7]2[C:3]=1[NH:4][C:5](=[O:25])[N:6]2[CH2:18][C:19]1[CH:20]=[CH:21][CH:22]=[CH:23][CH:24]=1, predict the reactants needed to synthesize it. The reactants are: [NH2:1][C:2]1[N:10]=[C:9]([C:11]([NH:13][CH2:14][CH:15]2[CH2:17][CH2:16]2)=[O:12])[N:8]=[C:7]2[C:3]=1[NH:4][C:5](=[O:25])[N:6]2[CH2:18][C:19]1[CH:24]=[CH:23][CH:22]=[CH:21][CH:20]=1.C(N(CC)CC)C.[OH2:33]. (5) The reactants are: [NH:1]1[CH2:6][CH2:5][CH:4]([CH2:7][C:8]2[CH:13]=[CH:12][C:11]([CH2:14][C:15]([OH:17])=[O:16])=[CH:10][CH:9]=2)[CH2:3][CH2:2]1.C[Si]([N-][Si](C)(C)C)(C)C.[Na+].Cl[C:29]([O:31][C:32]1[CH:37]=[CH:36][C:35]([CH2:38][C:39]2[CH:44]=[CH:43][C:42]([C:45]([F:48])([F:47])[F:46])=[CH:41][CH:40]=2)=[CH:34][CH:33]=1)=[O:30]. Given the product [F:46][C:45]([F:47])([F:48])[C:42]1[CH:43]=[CH:44][C:39]([CH2:38][C:35]2[CH:34]=[CH:33][C:32]([O:31][C:29]([N:1]3[CH2:6][CH2:5][CH:4]([CH2:7][C:8]4[CH:13]=[CH:12][C:11]([CH2:14][C:15]([OH:17])=[O:16])=[CH:10][CH:9]=4)[CH2:3][CH2:2]3)=[O:30])=[CH:37][CH:36]=2)=[CH:40][CH:41]=1, predict the reactants needed to synthesize it. (6) Given the product [C:1]([CH2:3][C:4]([NH:10][CH2:7][CH2:8][CH3:9])=[O:6])#[N:2], predict the reactants needed to synthesize it. The reactants are: [C:1]([CH2:3][C:4]([OH:6])=O)#[N:2].[CH2:7]([NH2:10])[CH2:8][CH3:9].O.ON1C2C=CC=CC=2N=N1.Cl.CN(C)CCCN=C=NCC. (7) The reactants are: [Cl:1][C:2]1[CH:7]=[C:6]([C:8]2[N:12]=[C:11]([C:13]3[N:14]=[C:15]4[C:20]([Cl:21])=[CH:19][C:18]([C:22]([F:25])([F:24])[F:23])=[CH:17][N:16]4[CH:26]=3)[O:10][N:9]=2)[C:5]([Cl:27])=[CH:4][C:3]=1[OH:28].[OH-].[Na+].Cl[CH2:32][C@@H:33]([OH:36])[CH2:34][OH:35]. Given the product [Cl:1][C:2]1[CH:7]=[C:6]([C:8]2[N:12]=[C:11]([C:13]3[N:14]=[C:15]4[C:20]([Cl:21])=[CH:19][C:18]([C:22]([F:23])([F:25])[F:24])=[CH:17][N:16]4[CH:26]=3)[O:10][N:9]=2)[C:5]([Cl:27])=[CH:4][C:3]=1[O:28][CH2:32][C@@H:33]([OH:36])[CH2:34][OH:35], predict the reactants needed to synthesize it.